Dataset: Forward reaction prediction with 1.9M reactions from USPTO patents (1976-2016). Task: Predict the product of the given reaction. Given the reactants [C:1]([N:5]1[C:9]2=[N:10][C:11]([NH:14][C:15](=[O:23])[C:16]3[CH:21]=[CH:20][C:19]([CH3:22])=[CH:18][CH:17]=3)=[CH:12][CH:13]=[C:8]2[C:7]([C:24](O)=[O:25])=[CH:6]1)([CH3:4])([CH3:3])[CH3:2].[CH:27]([NH2:30])([CH3:29])[CH3:28].F[P-](F)(F)(F)(F)F.C[N+](C)=C(N(C)C)ON1C2N=CC=CC=2N=N1.C(N(CC)CC)C, predict the reaction product. The product is: [CH:27]([NH:30][C:24]([C:7]1[C:8]2[C:9](=[N:10][C:11]([NH:14][C:15](=[O:23])[C:16]3[CH:21]=[CH:20][C:19]([CH3:22])=[CH:18][CH:17]=3)=[CH:12][CH:13]=2)[N:5]([C:1]([CH3:2])([CH3:4])[CH3:3])[CH:6]=1)=[O:25])([CH3:29])[CH3:28].